Dataset: NCI-60 drug combinations with 297,098 pairs across 59 cell lines. Task: Regression. Given two drug SMILES strings and cell line genomic features, predict the synergy score measuring deviation from expected non-interaction effect. (1) Drug 1: C1=CC(=CC=C1CCC2=CNC3=C2C(=O)NC(=N3)N)C(=O)NC(CCC(=O)O)C(=O)O. Drug 2: C1=CC=C(C(=C1)C(C2=CC=C(C=C2)Cl)C(Cl)Cl)Cl. Cell line: LOX IMVI. Synergy scores: CSS=40.1, Synergy_ZIP=0.958, Synergy_Bliss=-2.21, Synergy_Loewe=-26.8, Synergy_HSA=-2.15. (2) Drug 1: CC1=C(C(=CC=C1)Cl)NC(=O)C2=CN=C(S2)NC3=CC(=NC(=N3)C)N4CCN(CC4)CCO. Drug 2: B(C(CC(C)C)NC(=O)C(CC1=CC=CC=C1)NC(=O)C2=NC=CN=C2)(O)O. Cell line: HCC-2998. Synergy scores: CSS=33.9, Synergy_ZIP=6.58, Synergy_Bliss=3.22, Synergy_Loewe=-13.4, Synergy_HSA=-7.38. (3) Drug 1: CCN(CC)CCNC(=O)C1=C(NC(=C1C)C=C2C3=C(C=CC(=C3)F)NC2=O)C. Drug 2: CCN(CC)CCCC(C)NC1=C2C=C(C=CC2=NC3=C1C=CC(=C3)Cl)OC. Cell line: NCI/ADR-RES. Synergy scores: CSS=16.9, Synergy_ZIP=-4.12, Synergy_Bliss=0.403, Synergy_Loewe=-2.68, Synergy_HSA=-2.29. (4) Drug 1: CC1CCCC2(C(O2)CC(NC(=O)CC(C(C(=O)C(C1O)C)(C)C)O)C(=CC3=CSC(=N3)C)C)C. Drug 2: N.N.Cl[Pt+2]Cl. Cell line: SF-295. Synergy scores: CSS=61.6, Synergy_ZIP=-2.94, Synergy_Bliss=-2.98, Synergy_Loewe=-4.78, Synergy_HSA=-0.380. (5) Drug 1: C1CCC(CC1)NC(=O)N(CCCl)N=O. Drug 2: CC12CCC3C(C1CCC2O)C(CC4=C3C=CC(=C4)O)CCCCCCCCCS(=O)CCCC(C(F)(F)F)(F)F. Cell line: LOX IMVI. Synergy scores: CSS=34.1, Synergy_ZIP=-11.5, Synergy_Bliss=-5.78, Synergy_Loewe=-4.56, Synergy_HSA=-4.48. (6) Drug 1: C1CC(=O)NC(=O)C1N2CC3=C(C2=O)C=CC=C3N. Drug 2: C1=NC2=C(N=C(N=C2N1C3C(C(C(O3)CO)O)F)Cl)N. Cell line: CAKI-1. Synergy scores: CSS=25.7, Synergy_ZIP=-4.46, Synergy_Bliss=-7.42, Synergy_Loewe=-16.8, Synergy_HSA=-6.72. (7) Drug 1: CNC(=O)C1=CC=CC=C1SC2=CC3=C(C=C2)C(=NN3)C=CC4=CC=CC=N4. Drug 2: N.N.Cl[Pt+2]Cl. Cell line: SK-MEL-5. Synergy scores: CSS=-3.38, Synergy_ZIP=4.50, Synergy_Bliss=3.18, Synergy_Loewe=-4.73, Synergy_HSA=-3.81.